Task: Predict the reaction yield, written as a fraction of the theoretical maximum amount of product (1.0 means a 100% yield; for example, 0.34 means a 34% yield).. Dataset: Reaction yield outcomes from USPTO patents with 853,638 reactions The reactants are [Cl:1][C:2]1[CH:7]=[C:6]([Cl:8])[CH:5]=[CH:4][C:3]=1[C:9]1[N:10]=[C:11]([CH:14]=[C:15]2[C:27]3[CH:26]=[CH:25][CH:24]=[CH:23][C:22]=3[C:21]3[C:16]2=[CH:17][CH:18]=[CH:19][CH:20]=3)[NH:12][CH:13]=1.Br[CH2:29][C:30]([O:32]C)=[O:31]. No catalyst specified. The product is [Cl:1][C:2]1[CH:7]=[C:6]([Cl:8])[CH:5]=[CH:4][C:3]=1[C:9]1[N:10]=[C:11]([CH:14]=[C:15]2[C:27]3[CH:26]=[CH:25][CH:24]=[CH:23][C:22]=3[C:21]3[C:16]2=[CH:17][CH:18]=[CH:19][CH:20]=3)[N:12]([CH2:29][C:30]([OH:32])=[O:31])[CH:13]=1. The yield is 0.580.